Dataset: Full USPTO retrosynthesis dataset with 1.9M reactions from patents (1976-2016). Task: Predict the reactants needed to synthesize the given product. Given the product [C:1]([O:5][C:6](=[O:38])[CH2:7][O:8][CH2:9][CH2:10][O:11][CH2:12][CH2:13][O:14][CH2:15][CH2:16][O:17][CH2:18][CH2:19][O:20][CH2:21][CH2:22][O:23][CH2:24][CH2:25][O:26][CH2:27][CH2:28][CH2:29][CH2:30][CH2:31][CH2:63][CH2:62][CH2:58][CH2:59][CH2:60][CH2:61][S:57][C:51](=[O:40])[CH3:56])([CH3:2])([CH3:3])[CH3:4], predict the reactants needed to synthesize it. The reactants are: [C:1]([O:5][C:6](=[O:38])[CH2:7][O:8][CH2:9][CH2:10][O:11][CH2:12][CH2:13][O:14][CH2:15][CH2:16][O:17][CH2:18][CH2:19][O:20][CH2:21][CH2:22][O:23][CH2:24][CH2:25][O:26][CH2:27][CH2:28][CH2:29][CH2:30][CH2:31]CCCCC=C)([CH3:4])([CH3:3])[CH3:2].C[OH:40].Cl.Cl.N([C:51]([CH3:56])(C)C(N)=N)=NC(C)(C)C(N)=N.[S:57]1[CH:61]=[CH:60][CH:59]=[C:58]1[CH2:62][C:63](O)=O.